From a dataset of Reaction yield outcomes from USPTO patents with 853,638 reactions. Predict the reaction yield, written as a fraction of the theoretical maximum amount of product (1.0 means a 100% yield; for example, 0.34 means a 34% yield). (1) The reactants are [CH3:1][O:2][CH2:3][CH2:4][O:5][P:6]([CH2:13][C:14]1[CH:19]=[CH:18][C:17]([N+:20]([O-])=O)=[C:16]([O:23][CH3:24])[CH:15]=1)(=[O:12])[O:7][CH2:8][CH2:9][O:10][CH3:11].[H][H]. The catalyst is CO.[Pd]. The product is [CH3:11][O:10][CH2:9][CH2:8][O:7][P:6]([CH2:13][C:14]1[CH:19]=[CH:18][C:17]([NH2:20])=[C:16]([O:23][CH3:24])[CH:15]=1)(=[O:12])[O:5][CH2:4][CH2:3][O:2][CH3:1]. The yield is 0.970. (2) The reactants are C(O[C:6]([N:8]1[CH2:13][CH2:12][CH:11]([O:14][C:15]2[CH:20]=[CH:19][C:18]([C:21]#[N:22])=[CH:17][CH:16]=2)[CH2:10][CH2:9]1)=O)(C)(C)C.FC(F)(F)C(O)=O.[C:30]1(=O)[CH2:33]C[CH2:31]1.C(O)(=O)C.C(O[BH-](OC(=O)C)OC(=O)C)(=O)C.[Na+]. The catalyst is ClCCl.C(Cl)CCl. The product is [CH:6]1([N:8]2[CH2:9][CH2:10][CH:11]([O:14][C:15]3[CH:16]=[CH:17][C:18]([C:21]#[N:22])=[CH:19][CH:20]=3)[CH2:12][CH2:13]2)[CH2:33][CH2:30][CH2:31]1. The yield is 0.605.